This data is from Catalyst prediction with 721,799 reactions and 888 catalyst types from USPTO. The task is: Predict which catalyst facilitates the given reaction. (1) Reactant: [F:1][C:2]([F:28])([F:27])[C:3]1[CH:20]=[CH:19][C:6]([CH2:7][NH:8][C:9](=[O:18])[C:10]2[CH:15]=[CH:14][CH:13]=[C:12]([OH:16])[C:11]=2[NH2:17])=[C:5]([N:21]2[CH2:26][CH2:25][CH2:24][CH2:23][CH2:22]2)[CH:4]=1.Cl[CH2:30][C:31](Cl)=[O:32].C([O-])([O-])=O.[K+].[K+]. Product: [F:28][C:2]([F:1])([F:27])[C:3]1[CH:20]=[CH:19][C:6]([CH2:7][NH:8][C:9]([C:10]2[C:11]3[NH:17][C:31](=[O:32])[CH2:30][O:16][C:12]=3[CH:13]=[CH:14][CH:15]=2)=[O:18])=[C:5]([N:21]2[CH2:26][CH2:25][CH2:24][CH2:23][CH2:22]2)[CH:4]=1. The catalyst class is: 3. (2) Reactant: C[O:2][C:3]1[CH:16]=[CH:15][CH:14]=[CH:13][C:4]=1[CH:5]=[C:6]1[N:10]=[C:9]([CH3:11])[NH:8][C:7]1=[O:12].B(Br)(Br)Br. Product: [OH:2][C:3]1[CH:16]=[CH:15][CH:14]=[CH:13][C:4]=1[CH:5]=[C:6]1[N:10]=[C:9]([CH3:11])[NH:8][C:7]1=[O:12]. The catalyst class is: 4.